From a dataset of Reaction yield outcomes from USPTO patents with 853,638 reactions. Predict the reaction yield, written as a fraction of the theoretical maximum amount of product (1.0 means a 100% yield; for example, 0.34 means a 34% yield). (1) The reactants are [CH2:1]([C:5]1[N:6]=[C:7]([CH3:39])[N:8]([C:27]2[CH:32]=[CH:31][C:30]([O:33][C:34]([CH3:38])([CH3:37])[CH2:35][OH:36])=[CH:29][CH:28]=2)[C:9](=[O:26])[C:10]=1[CH2:11][C:12]1[CH:17]=[CH:16][C:15]([C:18]2[C:19]([C:24]#[N:25])=[CH:20][CH:21]=[CH:22][CH:23]=2)=[CH:14][CH:13]=1)[CH2:2][CH2:3][CH3:4].[N:40]1C(C)=CC=CC=1C.FC(F)(F)S(O[Si](C(C)(C)C)(C)C)(=O)=O.[C:63]([O:66]CC)(=[O:65])C. The catalyst is ClCCl. The product is [CH2:1]([C:5]1[N:6]=[C:7]([CH3:39])[N:8]([C:27]2[CH:28]=[CH:29][C:30]([O:33][C:34]([CH3:38])([CH3:37])[CH2:35][OH:36])=[CH:31][CH:32]=2)[C:9](=[O:26])[C:10]=1[CH2:11][C:12]1[CH:13]=[CH:14][C:15]([C:18]2[CH:23]=[CH:22][CH:21]=[CH:20][C:19]=2[C:24]2[NH:40][C:63](=[O:65])[O:66][N:25]=2)=[CH:16][CH:17]=1)[CH2:2][CH2:3][CH3:4]. The yield is 0.520. (2) The reactants are [C:1]([C:3]1[CH:4]=[N:5][C:6]2[C:11]([C:12]=1[NH:13][C:14]1[CH:19]=[CH:18][C:17](/[CH:20]=[CH:21]/[C:22](O)=[O:23])=[C:16]3[O:25][CH2:26][O:27][C:15]=13)=[CH:10][C:9]([O:28][CH3:29])=[C:8]([O:30][CH3:31])[CH:7]=2)#[N:2].[CH3:32][O:33][CH2:34][CH2:35][NH:36][CH3:37]. No catalyst specified. The product is [C:1]([C:3]1[CH:4]=[N:5][C:6]2[C:11]([C:12]=1[NH:13][C:14]1[CH:19]=[CH:18][C:17](/[CH:20]=[CH:21]/[C:22]([N:36]([CH2:35][CH2:34][O:33][CH3:32])[CH3:37])=[O:23])=[C:16]3[O:25][CH2:26][O:27][C:15]=13)=[CH:10][C:9]([O:28][CH3:29])=[C:8]([O:30][CH3:31])[CH:7]=2)#[N:2]. The yield is 0.470. (3) The reactants are [C:1]([O:5][C:6]([NH:8][C@@H:9]([CH2:20][C:21](=[O:26])[CH2:22][N+:23]([O-:25])=[O:24])[C:10]([O:12][CH2:13][C:14]1[CH:19]=[CH:18][CH:17]=[CH:16][CH:15]=1)=[O:11])=[O:7])([CH3:4])([CH3:3])[CH3:2].CCC(C)[BH-](C(C)CC)C(C)CC.[Li+].[Cl-].[NH4+]. The catalyst is O1CCCC1. The product is [C:1]([O:5][C:6]([NH:8][C@@H:9]([CH2:20][C@@H:21]([OH:26])[CH2:22][N+:23]([O-:25])=[O:24])[C:10]([O:12][CH2:13][C:14]1[CH:19]=[CH:18][CH:17]=[CH:16][CH:15]=1)=[O:11])=[O:7])([CH3:4])([CH3:2])[CH3:3]. The yield is 0.0670. (4) The reactants are [Cl:1][C:2]1[CH:3]=[CH:4][C:5]([CH2:9][OH:10])=[C:6]([OH:8])[CH:7]=1.I[CH2:12][CH2:13][CH3:14].C([O-])([O-])=O.[K+].[K+]. The catalyst is CN(C=O)C. The product is [Cl:1][C:2]1[CH:3]=[CH:4][C:5]([CH2:9][OH:10])=[C:6]([O:8][CH2:12][CH2:13][CH3:14])[CH:7]=1. The yield is 0.580. (5) The yield is 0.880. The product is [F:1][C:2]1[CH:3]=[CH:4][C:5]([CH2:6][N:7]2[C:11]3[CH:12]=[C:34]([C:36]([O:38][CH3:39])=[O:37])[N:33]=[CH:15][C:10]=3[N:9]=[CH:8]2)=[CH:19][CH:20]=1. The catalyst is [Li+].[OH-].CO. The reactants are [F:1][C:2]1[CH:20]=[CH:19][C:5]([CH2:6][N:7]2[C:11]3[CH:12]=NC(C(O)=O)=[CH:15][C:10]=3[N:9]=[CH:8]2)=[CH:4][CH:3]=1.FC1C=CC(CN2C3C=[N:33][C:34]([C:36]([O:38][CH3:39])=[O:37])=CC=3N=C2)=CC=1. (6) The reactants are [NH2:1][C:2]1[NH:6][N:5]=[CH:4][C:3]=1[C:7]#[N:8].CN(C)[CH:11]=[CH:12][C:13]([C:15]1[CH:16]=[CH:17][C:18]([Cl:27])=[C:19]([N:21]([CH3:26])[S:22]([CH3:25])(=[O:24])=[O:23])[CH:20]=1)=O.C(OCC)(=O)C. The catalyst is C(O)(=O)C. The product is [Cl:27][C:18]1[CH:17]=[CH:16][C:15]([C:13]2[N:6]3[N:5]=[CH:4][C:3]([C:7]#[N:8])=[C:2]3[N:1]=[CH:11][CH:12]=2)=[CH:20][C:19]=1[N:21]([CH3:26])[S:22]([CH3:25])(=[O:24])=[O:23]. The yield is 0.700. (7) The catalyst is O. The reactants are Cl.Cl.[F:3][C:4]1[C:12]([C:13]2[C:21]3[C:20]([NH2:22])=[N:19][CH:18]=[N:17][C:16]=3[N:15]([CH3:23])[CH:14]=2)=[CH:11][CH:10]=[C:9]2[C:5]=1[CH2:6][CH2:7][NH:8]2.[F:24][C:25]1[CH:30]=[CH:29][C:28]([F:31])=[CH:27][C:26]=1[CH2:32][C:33](O)=[O:34].CN(C(ON1N=NC2C=CC=NC1=2)=[N+](C)C)C.F[P-](F)(F)(F)(F)F.CCN(C(C)C)C(C)C. The yield is 0.360. The product is [F:24][C:25]1[CH:30]=[CH:29][C:28]([F:31])=[CH:27][C:26]=1[CH2:32][C:33]([N:8]1[C:9]2[C:5](=[C:4]([F:3])[C:12]([C:13]3[C:21]4[C:20]([NH2:22])=[N:19][CH:18]=[N:17][C:16]=4[N:15]([CH3:23])[CH:14]=3)=[CH:11][CH:10]=2)[CH2:6][CH2:7]1)=[O:34]. (8) The catalyst is C(OCC)C.FC(F)(F)S([O-])(=O)=O.[Ag+]. The yield is 0.440. The product is [I:17][C:14]1[C:13]2[C:8](=[CH:9][CH:10]=[CH:11][CH:12]=2)[C:7](=[O:16])[N:6]([CH:3]([CH3:5])[CH3:4])[CH:15]=1. The reactants are [OH-].[K+].[CH:3]([N:6]1[CH:15]=[CH:14][C:13]2[C:8](=[CH:9][CH:10]=[CH:11][CH:12]=2)[C:7]1=[O:16])([CH3:5])[CH3:4].[I:17]I. (9) The reactants are [CH2:1]([O:4][CH2:5][CH2:6]Cl)[CH2:2]Cl.C(=O)([O-])[O-].[K+].[K+].[I-].[K+].[O:16]=[C:17]([CH2:23][CH3:24])[CH2:18][C:19]([O:21][CH3:22])=[O:20].Cl. The catalyst is O.CN(C)C=O. The product is [C:17]([C:18]1([C:19]([O:21][CH3:22])=[O:20])[CH2:6][CH2:5][O:4][CH2:1][CH2:2]1)(=[O:16])[CH2:23][CH3:24]. The yield is 0.550. (10) The reactants are [Cl:1][C:2]1[CH:3]=[C:4]2[C:8](=[CH:9][CH:10]=1)[N:7]([C:11]1[N:15]([CH3:16])[N:14]=[C:13]([CH3:17])[C:12]=1[CH2:18][CH2:19][O:20][N:21]1C(=O)C3C(=CC=CC=3)C1=O)[CH:6]=[CH:5]2.NN.O. The catalyst is O1CCCC1. The product is [NH2:21][O:20][CH2:19][CH2:18][C:12]1[C:13]([CH3:17])=[N:14][N:15]([CH3:16])[C:11]=1[N:7]1[C:8]2[C:4](=[CH:3][C:2]([Cl:1])=[CH:10][CH:9]=2)[CH:5]=[CH:6]1. The yield is 0.990.